This data is from Peptide-MHC class II binding affinity with 134,281 pairs from IEDB. The task is: Regression. Given a peptide amino acid sequence and an MHC pseudo amino acid sequence, predict their binding affinity value. This is MHC class II binding data. (1) The peptide sequence is EAGKATTEEQKLIED. The MHC is DRB3_0202 with pseudo-sequence DRB3_0202. The binding affinity (normalized) is 0. (2) The binding affinity (normalized) is 0.138. The MHC is DRB1_0301 with pseudo-sequence DRB1_0301. The peptide sequence is TKGEGGVWTFDSEEP. (3) The peptide sequence is FFHMNIYECKGVTVK. The MHC is DRB1_0802 with pseudo-sequence DRB1_0802. The binding affinity (normalized) is 0.170. (4) The binding affinity (normalized) is 0.930. The MHC is HLA-DPA10301-DPB10402 with pseudo-sequence HLA-DPA10301-DPB10402. The peptide sequence is EKKYFAATQFEPLGA. (5) The peptide sequence is SNKAFAEGLSGEPKG. The MHC is DRB1_1302 with pseudo-sequence DRB1_1302. The binding affinity (normalized) is 0.365. (6) The peptide sequence is EKKYFAATQFEPLAT. The MHC is HLA-DQA10101-DQB10501 with pseudo-sequence HLA-DQA10101-DQB10501. The binding affinity (normalized) is 0.308.